From a dataset of Peptide-MHC class II binding affinity with 134,281 pairs from IEDB. Regression. Given a peptide amino acid sequence and an MHC pseudo amino acid sequence, predict their binding affinity value. This is MHC class II binding data. (1) The peptide sequence is DVKFPGGGMIVGGVY. The MHC is HLA-DQA10501-DQB10301 with pseudo-sequence HLA-DQA10501-DQB10301. The binding affinity (normalized) is 0.696. (2) The peptide sequence is HQAISPRTLNSPAIF. The MHC is DRB1_1302 with pseudo-sequence DRB1_1302. The binding affinity (normalized) is 0.295. (3) The peptide sequence is HAAIGAYLEEQEQWK. The MHC is HLA-DQA10201-DQB10301 with pseudo-sequence HLA-DQA10201-DQB10301. The binding affinity (normalized) is 0.375. (4) The peptide sequence is EEVDMTPADALDDFD. The MHC is HLA-DQA10501-DQB10301 with pseudo-sequence HLA-DQA10501-DQB10301. The binding affinity (normalized) is 0.423. (5) The peptide sequence is TTPFGQQRVFKEKVD. The MHC is DRB1_0701 with pseudo-sequence DRB1_0701. The binding affinity (normalized) is 0.373.